From a dataset of Forward reaction prediction with 1.9M reactions from USPTO patents (1976-2016). Predict the product of the given reaction. (1) Given the reactants [CH3:1][C:2]1[CH:40]=[C:39]([CH3:41])[CH:38]=[CH:37][C:3]=1[O:4][CH2:5][C@H:6]([OH:36])[CH2:7][NH:8][C:9]1[CH:14]=[CH:13][NH:12][C:11](=[O:15])[C:10]=1[C:16]1[NH:17][C:18]2[C:26]([N:27]=1)=[CH:25][C:24]1[C:23](=[O:28])[N:22]([CH:29]3[CH2:34][CH2:33][NH:32][CH2:31][CH2:30]3)[C:21](=[O:35])[C:20]=1[CH:19]=2.[C:42](=[NH:47])(OCC)[CH3:43], predict the reaction product. The product is: [CH3:1][C:2]1[CH:40]=[C:39]([CH3:41])[CH:38]=[CH:37][C:3]=1[O:4][CH2:5][C@H:6]([OH:36])[CH2:7][NH:8][C:9]1[CH:14]=[CH:13][NH:12][C:11](=[O:15])[C:10]=1[C:16]1[NH:17][C:18]2[C:26]([N:27]=1)=[CH:25][C:24]1[C:23](=[O:28])[N:22]([CH:29]3[CH2:30][CH2:31][N:32]([C:42](=[NH:47])[CH3:43])[CH2:33][CH2:34]3)[C:21](=[O:35])[C:20]=1[CH:19]=2. (2) Given the reactants I[C:2]1[CH:10]=[C:9]2[C:5]([CH:6]=[N:7][N:8]2[CH:11]([CH3:13])[CH3:12])=[CH:4][CH:3]=1.C[Si]([N-][Si](C)(C)C)(C)C.[K+].[CH3:24][N:25]([CH3:29])[C:26](=O)[CH3:27].[H-].[H-].[H-].[H-].[Li+].[Al+3], predict the reaction product. The product is: [CH3:24][N:25]([CH2:26][CH2:27][C:2]1[CH:10]=[C:9]2[C:5]([CH:6]=[N:7][N:8]2[CH:11]([CH3:13])[CH3:12])=[CH:4][CH:3]=1)[CH3:29].